This data is from Catalyst prediction with 721,799 reactions and 888 catalyst types from USPTO. The task is: Predict which catalyst facilitates the given reaction. (1) The catalyst class is: 2. Reactant: C(N(CC)C(C)C)(C)C.[CH3:10][S:11](Cl)(=[O:13])=[O:12].[Cl:15][C:16]1[CH:17]=[C:18]([NH:30][C:31]2[C:40]3[C:35](=[CH:36][CH:37]=[C:38]([O:41][CH2:42][CH:43]4[CH2:47][CH2:46][NH:45][CH2:44]4)[CH:39]=3)[N:34]=[CH:33][N:32]=2)[CH:19]=[CH:20][C:21]=1[O:22][CH2:23][C:24]1[CH:29]=[CH:28][CH:27]=[CH:26][N:25]=1. Product: [Cl:15][C:16]1[CH:17]=[C:18]([NH:30][C:31]2[C:40]3[C:35](=[CH:36][CH:37]=[C:38]([O:41][CH2:42][CH:43]4[CH2:47][CH2:46][N:45]([S:11]([CH3:10])(=[O:13])=[O:12])[CH2:44]4)[CH:39]=3)[N:34]=[CH:33][N:32]=2)[CH:19]=[CH:20][C:21]=1[O:22][CH2:23][C:24]1[CH:29]=[CH:28][CH:27]=[CH:26][N:25]=1. (2) Reactant: [Cl:1][C:2]1[N:7]=[C:6]2[S:8][C:9]([CH2:11][N:12]3C(=O)C4C(=CC=CC=4)C3=O)=[CH:10][C:5]2=[CH:4][CH:3]=1.NN.O. Product: [Cl:1][C:2]1[N:7]=[C:6]2[S:8][C:9]([CH2:11][NH2:12])=[CH:10][C:5]2=[CH:4][CH:3]=1. The catalyst class is: 8. (3) Reactant: Cl[CH2:2][O:3][C:4](=[O:15])[CH:5]([NH:7][C:8]([O:10][C:11]([CH3:14])([CH3:13])[CH3:12])=[O:9])[CH3:6].[CH2:16]([N:18]1[C:23]([C:24]([C:26]2[CH:27]=[C:28]([CH:31]=[C:32]([CH3:34])[CH:33]=2)[C:29]#[N:30])=[O:25])=[C:22]([CH:35]([CH3:37])[CH3:36])[C:21](=[O:38])[NH:20][C:19]1=[O:39])[CH3:17].C([O-])([O-])=O.[K+].[K+]. Product: [C:29]([C:28]1[CH:27]=[C:26]([CH:33]=[C:32]([CH3:34])[CH:31]=1)[C:24]([C:23]1[N:18]([CH2:16][CH3:17])[C:19](=[O:39])[N:20]([CH2:2][O:3][C:4](=[O:15])[CH:5]([NH:7][C:8]([O:10][C:11]([CH3:14])([CH3:13])[CH3:12])=[O:9])[CH3:6])[C:21](=[O:38])[C:22]=1[CH:35]([CH3:37])[CH3:36])=[O:25])#[N:30]. The catalyst class is: 589.